From a dataset of Catalyst prediction with 721,799 reactions and 888 catalyst types from USPTO. Predict which catalyst facilitates the given reaction. (1) Reactant: [Cl:1][C:2]1[N:7]=[CH:6][C:5]2[CH:8]=[CH:9][NH:10][C:4]=2[CH:3]=1.[CH2:11]([O:13][C:14](=[O:20])[C:15]([CH3:19])([CH3:18])[CH2:16]Br)[CH3:12].C([O-])([O-])=O.[Cs+].[Cs+]. Product: [CH2:11]([O:13][C:14](=[O:20])[C:15]([CH3:19])([CH3:18])[CH2:16][N:10]1[C:4]2[CH:3]=[C:2]([Cl:1])[N:7]=[CH:6][C:5]=2[CH:8]=[CH:9]1)[CH3:12]. The catalyst class is: 3. (2) Reactant: [F:1][CH:2]([F:5])[CH2:3]I.[Br:6][C:7]1[CH:8]=[C:9]2[C:13](=[N:14][CH:15]=1)[NH:12][CH:11]=[CH:10]2.C(=O)([O-])[O-].[Cs+].[Cs+]. Product: [Br:6][C:7]1[CH:8]=[C:9]2[CH:10]=[CH:11][N:12]([CH2:3][CH:2]([F:5])[F:1])[C:13]2=[N:14][CH:15]=1. The catalyst class is: 3. (3) Reactant: C[O:2][C:3](=[O:34])[CH2:4][CH2:5][CH2:6][CH2:7][CH2:8][CH2:9][CH2:10][NH:11][C:12](=[O:33])[C:13]1[CH:18]=[CH:17][C:16]([CH:19]=[N:20][N:21]=[C:22]2[C:30]3[C:25](=[CH:26][CH:27]=[C:28]([F:31])[CH:29]=3)[NH:24][C:23]2=[O:32])=[CH:15][CH:14]=1.CO.[Li+].[OH-].Cl. Product: [F:31][C:28]1[CH:29]=[C:30]2[C:25](=[CH:26][CH:27]=1)[NH:24][C:23](=[O:32])[C:22]2=[N:21][N:20]=[CH:19][C:16]1[CH:15]=[CH:14][C:13]([C:12]([NH:11][CH2:10][CH2:9][CH2:8][CH2:7][CH2:6][CH2:5][CH2:4][C:3]([OH:34])=[O:2])=[O:33])=[CH:18][CH:17]=1. The catalyst class is: 6.